This data is from Forward reaction prediction with 1.9M reactions from USPTO patents (1976-2016). The task is: Predict the product of the given reaction. (1) Given the reactants [C:1]([C:5]1[CH:9]=[C:8]([NH2:10])[N:7]([C:11]2[CH:12]=[N:13][CH:14]=[C:15]([F:17])[CH:16]=2)[N:6]=1)([CH3:4])([CH3:3])[CH3:2].C(=O)([O-])[O-].[K+].[K+].Cl[C:25]([O:27][C:28]1[CH:33]=[CH:32][CH:31]=[CH:30][CH:29]=1)=[O:26], predict the reaction product. The product is: [C:1]([C:5]1[CH:9]=[C:8]([NH:10][C:25](=[O:26])[O:27][C:28]2[CH:33]=[CH:32][CH:31]=[CH:30][CH:29]=2)[N:7]([C:11]2[CH:12]=[N:13][CH:14]=[C:15]([F:17])[CH:16]=2)[N:6]=1)([CH3:4])([CH3:2])[CH3:3]. (2) Given the reactants [CH3:1][O:2][C:3]1[CH:9]=[CH:8][C:7]([N+:10]([O-:12])=[O:11])=[CH:6][C:4]=1N.S(=O)(=O)(O)O.N([O-])=O.[Na+].[I-:22].[K+], predict the reaction product. The product is: [I:22][C:4]1[CH:6]=[C:7]([N+:10]([O-:12])=[O:11])[CH:8]=[CH:9][C:3]=1[O:2][CH3:1]. (3) Given the reactants [SH:1][C:2]1[S:3][C:4]2[CH2:14][CH2:13][C:12]3[C:7](=[CH:8][CH:9]=[CH:10][C:11]=3[O:15][CH2:16][CH2:17][C:18]([O:20]CC)=[O:19])[C:5]=2[N:6]=1.[Br-].[C:24]1([CH2:30][C:31]2[CH:36]=[CH:35][CH:34]=[CH:33][CH:32]=2)[CH:29]=[CH:28][CH:27]=[CH:26][CH:25]=1, predict the reaction product. The product is: [C:24]1([CH:30]([C:31]2[CH:32]=[CH:33][CH:34]=[CH:35][CH:36]=2)[S:1][C:2]2[S:3][C:4]3[CH2:14][CH2:13][C:12]4[C:7](=[CH:8][CH:9]=[CH:10][C:11]=4[O:15][CH2:16][CH2:17][C:18]([OH:20])=[O:19])[C:5]=3[N:6]=2)[CH:29]=[CH:28][CH:27]=[CH:26][CH:25]=1. (4) The product is: [I-:3].[Cl:4][C:5]1[CH:10]=[CH:9][C:8]([C:11]2([CH2:14][N+:15]3([CH2:1][CH3:2])[CH2:19][CH2:18][CH2:17][CH2:16]3)[CH2:12][CH2:13]2)=[CH:7][CH:6]=1. Given the reactants [CH2:1]([I:3])[CH3:2].[Cl:4][C:5]1[CH:10]=[CH:9][C:8]([C:11]2([CH2:14][N:15]3[CH2:19][CH2:18][CH2:17][CH2:16]3)[CH2:13][CH2:12]2)=[CH:7][CH:6]=1, predict the reaction product. (5) Given the reactants [CH3:1][C:2]1([CH3:15])[CH2:11][CH2:10][C:9]2[C:4](=[CH:5][CH:6]=[C:7]([C:12]([OH:14])=O)[CH:8]=2)[O:3]1.[NH2:16][C:17]1[CH:26]=[C:25]2[C:20]([CH2:21][CH:22]([CH2:28][OH:29])[C:23](=[O:27])[NH:24]2)=[CH:19][CH:18]=1, predict the reaction product. The product is: [OH:29][CH2:28][CH:22]1[CH2:21][C:20]2[C:25](=[CH:26][C:17]([NH:16][C:12]([C:7]3[CH:8]=[C:9]4[C:4](=[CH:5][CH:6]=3)[O:3][C:2]([CH3:1])([CH3:15])[CH2:11][CH2:10]4)=[O:14])=[CH:18][CH:19]=2)[NH:24][C:23]1=[O:27]. (6) Given the reactants C([N-]C(C)C)(C)C.[Li+].[Br:9][C:10]1[CH:11]=[C:12]([CH2:15][O:16][CH3:17])[S:13][CH:14]=1.[C:18]([O:22][C:23]([N:25]1[CH2:30][CH2:29][CH:28]([C:31](=[O:36])N(OC)C)[CH2:27][CH2:26]1)=[O:24])([CH3:21])([CH3:20])[CH3:19], predict the reaction product. The product is: [C:18]([O:22][C:23]([N:25]1[CH2:30][CH2:29][CH:28]([C:31]([C:14]2[S:13][C:12]([CH2:15][O:16][CH3:17])=[CH:11][C:10]=2[Br:9])=[O:36])[CH2:27][CH2:26]1)=[O:24])([CH3:21])([CH3:20])[CH3:19]. (7) Given the reactants N[C:2]1[C:3]2[C@H:51]3[CH2:52][C@H:50]3[C:49]([F:54])([F:53])[C:4]=2[N:5]([CH2:7][C:8]([NH:10][C@H:11]([C:21]2[C:26]([C:27]3[CH:28]=[CH:29][C:30]([Cl:42])=[C:31]4[C:35]=3[N:34]([CH3:36])[N:33]=[C:32]4[NH:37][S:38]([CH3:41])(=[O:40])=[O:39])=[CH:25][CH:24]=[C:23]([C:43]#[C:44][C:45]([OH:48])([CH3:47])[CH3:46])[N:22]=2)[CH2:12][C:13]2[CH:18]=[C:17]([F:19])[CH:16]=[C:15]([F:20])[CH:14]=2)=[O:9])[N:6]=1.[Cl-:55].[Li+].N(OCCC(C)C)=O, predict the reaction product. The product is: [Cl:42][C:30]1[CH:29]=[CH:28][C:27]([C:26]2[C:21]([C@@H:11]([NH:10][C:8](=[O:9])[CH2:7][N:5]3[C:4]4[C:49]([F:54])([F:53])[C@@H:50]5[CH2:52][C@@H:51]5[C:3]=4[C:2]([Cl:55])=[N:6]3)[CH2:12][C:13]3[CH:14]=[C:15]([F:20])[CH:16]=[C:17]([F:19])[CH:18]=3)=[N:22][C:23]([C:43]#[C:44][C:45]([OH:48])([CH3:46])[CH3:47])=[CH:24][CH:25]=2)=[C:35]2[C:31]=1[C:32]([NH:37][S:38]([CH3:41])(=[O:40])=[O:39])=[N:33][N:34]2[CH3:36]. (8) Given the reactants Cl.[CH:2]1[C:12]2[CH2:11][CH2:10][C:9]3[CH:13]=[CH:14][CH:15]=[CH:16][C:8]=3[C:7](=[CH:17][CH2:18][CH2:19][NH2:20])[C:6]=2[CH:5]=[CH:4][CH:3]=1.C(N(CC)CC)C.[F:28][C:29]([F:42])([F:41])[O:30][C:31]1[CH:36]=[CH:35][C:34]([S:37](Cl)(=[O:39])=[O:38])=[CH:33][CH:32]=1, predict the reaction product. The product is: [CH:2]1[C:12]2[CH2:11][CH2:10][C:9]3[CH:13]=[CH:14][CH:15]=[CH:16][C:8]=3[C:7](=[CH:17][CH2:18][CH2:19][NH:20][S:37]([C:34]3[CH:33]=[CH:32][C:31]([O:30][C:29]([F:28])([F:41])[F:42])=[CH:36][CH:35]=3)(=[O:39])=[O:38])[C:6]=2[CH:5]=[CH:4][CH:3]=1.